From a dataset of Forward reaction prediction with 1.9M reactions from USPTO patents (1976-2016). Predict the product of the given reaction. Given the reactants Cl.Cl.[Cl:3][C:4]1[C:9]([O:10][CH3:11])=[CH:8][C:7]([N:12]2[CH2:17][CH2:16][NH:15][CH2:14][CH2:13]2)=[C:6]([F:18])[CH:5]=1.[NH2:19][C:20]1[N:25]=[CH:24][N:23]=[C:22]2[N:26]([CH2:34][C:35](O)=[O:36])[N:27]=[C:28]([C:29]3[NH:30][CH:31]=[CH:32][N:33]=3)[C:21]=12.CN([P+](ON1N=NC2C=CC=CC1=2)(N(C)C)N(C)C)C.F[P-](F)(F)(F)(F)F.C(N(CC)C(C)C)(C)C, predict the reaction product. The product is: [NH2:19][C:20]1[N:25]=[CH:24][N:23]=[C:22]2[N:26]([CH2:34][C:35]([N:15]3[CH2:14][CH2:13][N:12]([C:7]4[CH:8]=[C:9]([O:10][CH3:11])[C:4]([Cl:3])=[CH:5][C:6]=4[F:18])[CH2:17][CH2:16]3)=[O:36])[N:27]=[C:28]([C:29]3[NH:33][CH:32]=[CH:31][N:30]=3)[C:21]=12.